From a dataset of Full USPTO retrosynthesis dataset with 1.9M reactions from patents (1976-2016). Predict the reactants needed to synthesize the given product. (1) Given the product [NH2:23][C:20]1[S:21][CH:22]=[C:18]([S:12][C:9]2[CH:10]=[CH:11][C:6]([C:3]([OH:5])([CH3:4])[C:2]([F:1])([F:13])[F:14])=[CH:7][CH:8]=2)[N:19]=1, predict the reactants needed to synthesize it. The reactants are: [F:1][C:2]([F:14])([F:13])[C:3]([C:6]1[CH:11]=[CH:10][C:9]([SH:12])=[CH:8][CH:7]=1)([OH:5])[CH3:4].[OH-].[Na+].Cl[C:18]1[N:19]=[C:20]([NH2:23])[S:21][CH:22]=1.O. (2) Given the product [N:4]1[CH:5]=[CH:6][C:7]([CH:8]([N:11]2[C:19](=[O:20])[C:18]3[C:13](=[CH:14][CH:15]=[CH:16][CH:17]=3)[C:12]2=[O:21])[CH2:9][CH3:10])=[CH:2][N:3]=1, predict the reactants needed to synthesize it. The reactants are: Cl[C:2]1[N:3]=[N:4][C:5](Cl)=[CH:6][C:7]=1[CH:8]([N:11]1[C:19](=[O:20])[C:18]2[C:13](=[CH:14][CH:15]=[CH:16][CH:17]=2)[C:12]1=[O:21])[CH2:9][CH3:10].C(N(CC)CC)C.[H][H]. (3) Given the product [C:1]([N:5]1[CH2:10][CH2:9][CH2:8][C@@H:7]([O:11][C:12]2[C:20]([CH:21]3[CH2:23][CH2:22]3)=[CH:19][C:15]([C:16]([NH:31][S:28]([CH3:27])(=[O:30])=[O:29])=[O:17])=[C:14]([F:24])[CH:13]=2)[CH2:6]1)([CH3:4])([CH3:3])[CH3:2], predict the reactants needed to synthesize it. The reactants are: [C:1]([N:5]1[CH2:10][CH2:9][CH2:8][C@@H:7]([O:11][C:12]2[C:20]([CH:21]3[CH2:23][CH2:22]3)=[CH:19][C:15]([C:16]([O-])=[O:17])=[C:14]([F:24])[CH:13]=2)[CH2:6]1)([CH3:4])([CH3:3])[CH3:2].[OH-].[Na+].[CH3:27][S:28]([NH2:31])(=[O:30])=[O:29].Cl.CN(C)CCCN=C=NCC. (4) Given the product [C:1]([O:4][C:5]1[CH:13]=[CH:12][C:11]([NH2:14])=[CH:10][C:6]=1[C:7]([OH:9])=[O:8])(=[O:3])[CH3:2], predict the reactants needed to synthesize it. The reactants are: [C:1]([O:4][C:5]1[CH:13]=[CH:12][C:11]([NH:14]C(OC(C)(C)C)=O)=[CH:10][C:6]=1[C:7]([OH:9])=[O:8])(=[O:3])[CH3:2]. (5) Given the product [NH2:1][C:2](=[O:44])[CH:3]([C:6]1[CH:11]=[CH:10][CH:9]=[CH:8][C:7]=1[CH2:12][CH2:13][C:14]1[C:19]([C:20]([F:23])([F:22])[F:21])=[CH:18][N:17]=[C:16]([NH:24][C:25]2[CH:30]=[CH:29][C:28]([CH:31]3[CH2:36][CH2:35][N:34]([C:37]([O:39][C:40]([CH3:43])([CH3:42])[CH3:41])=[O:38])[CH2:33][CH2:32]3)=[CH:27][CH:26]=2)[N:15]=1)[CH2:4][CH3:5], predict the reactants needed to synthesize it. The reactants are: [NH2:1][C:2](=[O:44])[CH:3]([C:6]1[CH:11]=[CH:10][CH:9]=[CH:8][C:7]=1[C:12]#[C:13][C:14]1[C:19]([C:20]([F:23])([F:22])[F:21])=[CH:18][N:17]=[C:16]([NH:24][C:25]2[CH:30]=[CH:29][C:28]([CH:31]3[CH2:36][CH2:35][N:34]([C:37]([O:39][C:40]([CH3:43])([CH3:42])[CH3:41])=[O:38])[CH2:33][CH2:32]3)=[CH:27][CH:26]=2)[N:15]=1)[CH2:4][CH3:5].CCN(CC)CC. (6) Given the product [C:51]([C:50]1[CH:53]=[C:54]([C:57]2[O:61][N:60]=[C:59]([C:62]3[CH:71]=[CH:70][CH:69]=[C:68]4[C:63]=3[CH2:64][CH2:65][N:66]([C:12](=[O:14])[C@@H:9]([NH:8][C:1](=[O:2])[O:3][C:4]([CH3:5])([CH3:6])[CH3:7])[CH2:10][OH:11])[CH2:67]4)[N:58]=2)[CH:55]=[CH:56][C:49]=1[O:48][CH:46]([CH3:47])[CH3:45])#[N:52], predict the reactants needed to synthesize it. The reactants are: [C:1]([NH:8][C@H:9]([C:12]([OH:14])=O)[CH2:10][OH:11])([O:3][C:4]([CH3:7])([CH3:6])[CH3:5])=[O:2].C(N1CCOCC1)C.O.OC1C2N=NNC=2C=CC=1.C(Cl)CCl.FC(F)(F)C(O)=O.[CH3:45][CH:46]([O:48][C:49]1[CH:56]=[CH:55][C:54]([C:57]2[O:61][N:60]=[C:59]([C:62]3[CH:71]=[CH:70][CH:69]=[C:68]4[C:63]=3[CH2:64][CH2:65][NH:66][CH2:67]4)[N:58]=2)=[CH:53][C:50]=1[C:51]#[N:52])[CH3:47]. (7) Given the product [NH:30]1[C:28]([CH2:27][O:26][C:21]2[CH:22]=[C:23]3[C:18](=[CH:19][CH:20]=2)[CH:17]=[C:16]([C:8]2[O:9][C:10]4[CH:15]=[CH:14][CH:13]=[CH:12][C:11]=4[C:7]=2[C:1](=[O:6])[CH2:2][CH2:3][CH2:4][CH3:5])[CH:25]=[CH:24]3)=[N:29][N:32]=[N:31]1, predict the reactants needed to synthesize it. The reactants are: [C:1]([C:7]1[C:11]2[CH:12]=[CH:13][CH:14]=[CH:15][C:10]=2[O:9][C:8]=1[C:16]1[CH:17]=[C:18]2[C:23](=[CH:24][CH:25]=1)[CH:22]=[C:21]([O:26][CH2:27][C:28]#[N:29])[CH:20]=[CH:19]2)(=[O:6])[CH2:2][CH2:3][CH2:4][CH3:5].[N-:30]=[N+:31]=[N-:32].[Na+].[Cl-].[NH4+]. (8) Given the product [C:3]([N:6]1[C:15]2[C:10](=[CH:11][C:12]([C:16]3[CH:21]=[CH:20][C:19]([CH2:22][C:23]([OH:25])=[O:24])=[CH:18][CH:17]=3)=[CH:13][CH:14]=2)[C@H:9]([NH:28][C:29]([O:31][CH:32]([CH3:34])[CH3:33])=[O:30])[CH2:8][C@@H:7]1[CH3:35])(=[O:5])[CH3:4], predict the reactants needed to synthesize it. The reactants are: [OH-].[Li+].[C:3]([N:6]1[C:15]2[C:10](=[CH:11][C:12]([C:16]3[CH:21]=[CH:20][C:19]([CH2:22][C:23]([O:25]CC)=[O:24])=[CH:18][CH:17]=3)=[CH:13][CH:14]=2)[C@H:9]([NH:28][C:29]([O:31][CH:32]([CH3:34])[CH3:33])=[O:30])[CH2:8][C@@H:7]1[CH3:35])(=[O:5])[CH3:4]. (9) Given the product [CH3:31][N:32]([CH3:33])[CH:2]1[C:11]2[C:6](=[N:7][C:8]([C:18]3[CH:23]=[CH:22][CH:21]=[CH:20][CH:19]=3)=[C:9]([C:12]3[CH:17]=[CH:16][CH:15]=[CH:14][CH:13]=3)[N:10]=2)[N:5]([C:24]([O:26][C:27]([CH3:30])([CH3:29])[CH3:28])=[O:25])[CH2:4][CH2:3]1, predict the reactants needed to synthesize it. The reactants are: Br[CH:2]1[C:11]2[C:6](=[N:7][C:8]([C:18]3[CH:23]=[CH:22][CH:21]=[CH:20][CH:19]=3)=[C:9]([C:12]3[CH:17]=[CH:16][CH:15]=[CH:14][CH:13]=3)[N:10]=2)[N:5]([C:24]([O:26][C:27]([CH3:30])([CH3:29])[CH3:28])=[O:25])[CH2:4][CH2:3]1.[CH3:31][NH:32][CH3:33].O. (10) Given the product [Cl:1][C:2]1[CH:3]=[CH:4][C:5]([F:32])=[C:6]([C:8]2[CH:9]=[CH:10][C:11]([CH2:14][N:15]([CH2:26][C@@H:27]([OH:31])[C:28]([O:30][CH2:34][O:35][C:36](=[O:46])[C@@H:37]([NH:41][C:42]([O:44][CH3:45])=[O:43])[CH:38]([CH3:40])[CH3:39])=[O:29])[NH:16][C:17]([C:19]3[O:23][N:22]=[C:21]([O:24][CH3:25])[CH:20]=3)=[O:18])=[CH:12][CH:13]=2)[CH:7]=1, predict the reactants needed to synthesize it. The reactants are: [Cl:1][C:2]1[CH:3]=[CH:4][C:5]([F:32])=[C:6]([C:8]2[CH:13]=[CH:12][C:11]([CH2:14][N:15]([CH2:26][C@@H:27]([OH:31])[C:28]([OH:30])=[O:29])[NH:16][C:17]([C:19]3[O:23][N:22]=[C:21]([O:24][CH3:25])[CH:20]=3)=[O:18])=[CH:10][CH:9]=2)[CH:7]=1.Cl[CH2:34][O:35][C:36](=[O:46])[C@@H:37]([NH:41][C:42]([O:44][CH3:45])=[O:43])[CH:38]([CH3:40])[CH3:39].[Na+].[I-].N1C=CC=CC=1.